From a dataset of Full USPTO retrosynthesis dataset with 1.9M reactions from patents (1976-2016). Predict the reactants needed to synthesize the given product. (1) Given the product [O:1]1[CH:5]=[CH:4][C:3]([C:6]2[CH:7]=[CH:8][C:9]3[O:13][C:12]4[CH:14]=[C:15]([S:18]([NH:21][C@@H:22]([CH:27]([CH3:28])[CH3:29])[C:23]([OH:25])=[O:24])(=[O:19])=[O:20])[CH:16]=[CH:17][C:11]=4[C:10]=3[CH:30]=2)=[CH:2]1, predict the reactants needed to synthesize it. The reactants are: [O:1]1[CH:5]=[CH:4][C:3]([C:6]2[CH:7]=[CH:8][C:9]3[O:13][C:12]4[CH:14]=[C:15]([S:18]([NH:21][C@@H:22]([CH:27]([CH3:29])[CH3:28])[C:23]([O:25]C)=[O:24])(=[O:20])=[O:19])[CH:16]=[CH:17][C:11]=4[C:10]=3[CH:30]=2)=[CH:2]1.[OH-].[Li+]. (2) The reactants are: [C:1]([OH:20])(=[O:19])[CH2:2][CH2:3][CH2:4][CH2:5][CH2:6][CH2:7][CH2:8]/[CH:9]=[CH:10]\[CH2:11][CH2:12][CH2:13][CH2:14][CH2:15][CH2:16][CH2:17][CH3:18].[S:21](S([O-])=O)([O-:24])(=[O:23])=[O:22].[Na+].[Na+].[OH-].[Na+].C1C(C(OOC(C)(C)C)=O)=CC=CC=1. Given the product [S:21]([CH:10]([CH2:11][CH2:12][CH2:13][CH2:14][CH2:15][CH2:16][CH2:17][CH3:18])[CH2:9][CH2:8][CH2:7][CH2:6][CH2:5][CH2:4][CH2:3][CH2:2][C:1]([OH:20])=[O:19])([OH:24])(=[O:23])=[O:22], predict the reactants needed to synthesize it. (3) Given the product [CH3:18][O:19][C:20]1[CH:21]=[CH:22][C:23]([N:26]2[CH2:31][CH2:30][N:29]([C:2]3[C:3]([CH3:17])=[C:4]([O:13][CH:14]([CH3:16])[CH3:15])[C:5]4[O:9][CH:8]([CH3:10])[CH2:7][C:6]=4[C:11]=3[CH3:12])[CH2:28][CH2:27]2)=[CH:24][CH:25]=1, predict the reactants needed to synthesize it. The reactants are: Br[C:2]1[C:3]([CH3:17])=[C:4]([O:13][CH:14]([CH3:16])[CH3:15])[C:5]2[O:9][CH:8]([CH3:10])[CH2:7][C:6]=2[C:11]=1[CH3:12].[CH3:18][O:19][C:20]1[CH:25]=[CH:24][C:23]([N:26]2[CH2:31][CH2:30][NH:29][CH2:28][CH2:27]2)=[CH:22][CH:21]=1. (4) Given the product [Cl:9][C:6]1[C:7]([Cl:8])=[C:2]([Cl:1])[CH:3]=[C:4]2[C:5]=1[C:2]1[CH2:7][CH2:6][CH2:5][C:24](=[O:27])[C:3]=1[NH:10]2, predict the reactants needed to synthesize it. The reactants are: [Cl:1][C:2]1[CH:3]=[C:4]([NH:10]N=C2CCCCC2=O)[CH:5]=[C:6]([Cl:9])[C:7]=1[Cl:8].OS(O)(=O)=O.[C:24]([O-:27])([O-])=O.[Na+].[Na+]. (5) Given the product [I:1][CH2:2][C:3]1[CH:17]=[CH:16][C:6]([O:7][C:8]2[CH:9]=[C:10]([CH:13]=[CH:14][CH:15]=2)[C:11]#[N:12])=[CH:5][CH:4]=1.[C:30]([C:20]1[CH:21]=[CH:22][C:23]([O:29][CH2:2][C:3]2[CH:17]=[CH:16][C:6]([O:7][C:8]3[CH:9]=[C:10]([CH:13]=[CH:14][CH:15]=3)[C:11]#[N:12])=[CH:5][CH:4]=2)=[C:24]([C:25]([F:27])([F:26])[F:28])[C:19]=1[OH:18])(=[O:32])[CH3:31], predict the reactants needed to synthesize it. The reactants are: [I:1][CH2:2][C:3]1[CH:17]=[CH:16][C:6]([O:7][C:8]2[CH:9]=[C:10]([CH:13]=[CH:14][CH:15]=2)[C:11]#[N:12])=[CH:5][CH:4]=1.[OH:18][C:19]1[C:24]([C:25]([F:28])([F:27])[F:26])=[C:23]([OH:29])[CH:22]=[CH:21][C:20]=1[C:30](=[O:32])[CH3:31]. (6) Given the product [C:1]([C:5]1[CH:10]=[CH:9][CH:8]=[CH:7][C:6]=1[N:11]1[CH2:16][CH2:15][N:14]([C:17]([C:19]2[N:20]([CH3:34])[C:21]3[C:26]([CH:27]=2)=[CH:25][C:24]([O:28][CH2:29][C:30]([OH:32])=[O:31])=[CH:23][CH:22]=3)=[O:18])[CH2:13][CH2:12]1)([CH3:4])([CH3:2])[CH3:3], predict the reactants needed to synthesize it. The reactants are: [C:1]([C:5]1[CH:10]=[CH:9][CH:8]=[CH:7][C:6]=1[N:11]1[CH2:16][CH2:15][N:14]([C:17]([C:19]2[N:20]([CH3:34])[C:21]3[C:26]([CH:27]=2)=[CH:25][C:24]([O:28][CH2:29][C:30]([O:32]C)=[O:31])=[CH:23][CH:22]=3)=[O:18])[CH2:13][CH2:12]1)([CH3:4])([CH3:3])[CH3:2].[OH-].[Na+].CO.Cl. (7) The reactants are: [F:1][C:2]1[CH:7]=[CH:6][C:5]([C:8]2[N:9]=[C:10]3[N:14]([C:15]=2[C:16]2[CH:21]=[CH:20][N:19]=[C:18]([NH:22]C(=O)C)[CH:17]=2)[CH2:13][CH2:12][S:11]3)=[CH:4][CH:3]=1. Given the product [F:1][C:2]1[CH:7]=[CH:6][C:5]([C:8]2[N:9]=[C:10]3[N:14]([C:15]=2[C:16]2[CH:21]=[CH:20][N:19]=[C:18]([NH2:22])[CH:17]=2)[CH2:13][CH2:12][S:11]3)=[CH:4][CH:3]=1, predict the reactants needed to synthesize it. (8) Given the product [CH3:15][N:13]([CH3:14])[CH2:12][CH2:11][CH2:10][N:9]([CH3:16])[C:6]1[C:5]([NH2:17])=[CH:4][C:3]([C:1]#[CH:2])=[CH:8][CH:7]=1, predict the reactants needed to synthesize it. The reactants are: [C:1]([C:3]1[CH:8]=[CH:7][C:6]([N:9]([CH3:16])[CH2:10][CH2:11][CH2:12][N:13]([CH3:15])[CH3:14])=[C:5]([N+:17]([O-])=O)[CH:4]=1)#[CH:2].CCO.Cl.